Predict the reactants needed to synthesize the given product. From a dataset of Full USPTO retrosynthesis dataset with 1.9M reactions from patents (1976-2016). (1) The reactants are: Br[C:2]1[CH:3]=[C:4]([CH:7]=[CH:8][CH:9]=1)[C:5]#[N:6].[NH:10]1[CH2:15][CH2:14][S:13][CH2:12][CH2:11]1.CC([O-])(C)C.[Na+]. Given the product [N:10]1([C:2]2[CH:3]=[C:4]([CH:7]=[CH:8][CH:9]=2)[C:5]#[N:6])[CH2:15][CH2:14][S:13][CH2:12][CH2:11]1, predict the reactants needed to synthesize it. (2) Given the product [Br:1][C:2]1[CH:14]=[CH:13][C:12]2[C:11]3[C:6](=[CH:7][CH:8]=[CH:9][CH:10]=3)[N:5]([C:28]3[CH:33]=[C:32]([C:34]([CH3:37])([CH3:36])[CH3:35])[CH:31]=[CH:30][N:29]=3)[C:4]=2[CH:3]=1, predict the reactants needed to synthesize it. The reactants are: [Br:1][C:2]1[CH:14]=[CH:13][C:12]2[C:11]3[C:6](=[CH:7][CH:8]=[CH:9][CH:10]=3)[NH:5][C:4]=2[CH:3]=1.C([O-])([O-])=O.[K+].[K+].CN1C=CN=C1.Br[C:28]1[CH:33]=[C:32]([C:34]([CH3:37])([CH3:36])[CH3:35])[CH:31]=[CH:30][N:29]=1. (3) Given the product [Cl:1][C:2]1[CH:7]=[CH:6][C:5]([N+:8]([O-:10])=[O:9])=[C:4]([CH:3]=1)[CH2:12][C:13]1[CH:18]=[CH:17][CH:16]=[CH:15][N:14]=1, predict the reactants needed to synthesize it. The reactants are: [Cl:1][C:2]1[CH:7]=[CH:6][C:5]([N+:8]([O-:10])=[O:9])=[CH:4][CH:3]=1.Cl[CH2:12][C:13]1[CH:18]=[CH:17][CH:16]=[CH:15][N:14]=1.CC(C)([O-])C.[K+].[Cl-].[NH4+]. (4) The reactants are: Cl[C:2]1[C:11]2[C:6](=[CH:7][C:8]([C:12]3[C:13]([CH3:18])=[N:14][O:15][C:16]=3[CH3:17])=[CH:9][CH:10]=2)[N:5]=[CH:4][C:3]=1[C:19]([NH2:21])=[O:20].[NH2:22][C:23]1[CH:24]=[CH:25][C:26]([CH3:32])=[C:27]([CH:31]=1)[C:28]([OH:30])=[O:29].[C:33]([OH:39])([C:35]([F:38])([F:37])[F:36])=[O:34]. Given the product [F:36][C:35]([F:38])([F:37])[C:33]([OH:39])=[O:34].[NH2:21][C:19]([C:3]1[CH:4]=[N:5][C:6]2[C:11]([C:2]=1[NH:22][C:23]1[CH:24]=[CH:25][C:26]([CH3:32])=[C:27]([CH:31]=1)[C:28]([OH:30])=[O:29])=[CH:10][CH:9]=[C:8]([C:12]1[C:13]([CH3:18])=[N:14][O:15][C:16]=1[CH3:17])[CH:7]=2)=[O:20], predict the reactants needed to synthesize it.